The task is: Regression. Given a peptide amino acid sequence and an MHC pseudo amino acid sequence, predict their binding affinity value. This is MHC class I binding data.. This data is from Peptide-MHC class I binding affinity with 185,985 pairs from IEDB/IMGT. (1) The peptide sequence is YQVLVMVPK. The MHC is HLA-A03:01 with pseudo-sequence HLA-A03:01. The binding affinity (normalized) is 0.0847. (2) The peptide sequence is CECYDAGCA. The MHC is Patr-B2401 with pseudo-sequence Patr-B2401. The binding affinity (normalized) is 0. (3) The peptide sequence is AEFKSRFFVW. The MHC is HLA-B45:01 with pseudo-sequence HLA-B45:01. The binding affinity (normalized) is 0.636.